This data is from Full USPTO retrosynthesis dataset with 1.9M reactions from patents (1976-2016). The task is: Predict the reactants needed to synthesize the given product. (1) Given the product [F:34][CH:33]([F:35])[CH2:21][N:20]1[C:16]([N:4]2[CH2:3][C:2]([F:1])([F:25])[CH2:8][N:7]([C:9]([O:11][C:12]([CH3:15])([CH3:14])[CH3:13])=[O:10])[CH2:6][CH2:5]2)=[C:17]([N+:22]([O-:24])=[O:23])[CH:18]=[N:19]1, predict the reactants needed to synthesize it. The reactants are: [F:1][C:2]1([F:25])[CH2:8][N:7]([C:9]([O:11][C:12]([CH3:15])([CH3:14])[CH3:13])=[O:10])[CH2:6][CH2:5][N:4]([C:16]2[N:20]([CH3:21])[N:19]=[CH:18][C:17]=2[N+:22]([O-:24])=[O:23])[CH2:3]1.ClC1N(C[CH:33]([F:35])[F:34])N=CC=1[N+]([O-])=O. (2) Given the product [CH:1]([O:5][C:6]([N:8]1[CH2:12][CH2:11][CH:10]([OH:13])[CH2:9]1)=[O:7])([CH3:3])[CH3:2], predict the reactants needed to synthesize it. The reactants are: [C:1]([O:5][C:6]([N:8]1[CH2:12][CH2:11][CH:10]([OH:13])[CH2:9]1)=[O:7])(C)([CH3:3])[CH3:2].Cl.C(N(CC)CC)C.ClC(OC(C)C)=O.C1(C)C=CC=CC=1. (3) Given the product [F:1][C:2]1[CH:30]=[CH:29][C:5]([CH2:6][N:7]2[C:12](=[O:13])[C:11]([CH2:14][N:35]3[CH2:36][CH2:37][N:32]([CH3:31])[CH2:33][CH2:34]3)=[CH:10][C:9]([C:20]3[CH:25]=[CH:24][C:23]([O:26][CH3:27])=[C:22]([F:28])[CH:21]=3)=[N:8]2)=[CH:4][CH:3]=1, predict the reactants needed to synthesize it. The reactants are: [F:1][C:2]1[CH:30]=[CH:29][C:5]([CH2:6][N:7]2[C:12](=[O:13])[C:11]([CH2:14]OS(C)(=O)=O)=[CH:10][C:9]([C:20]3[CH:25]=[CH:24][C:23]([O:26][CH3:27])=[C:22]([F:28])[CH:21]=3)=[N:8]2)=[CH:4][CH:3]=1.[CH3:31][N:32]1[CH2:37][CH2:36][NH:35][CH2:34][CH2:33]1. (4) Given the product [N:35]([CH2:20][CH:13]1[C:14]2[C:19](=[CH:18][CH:17]=[CH:16][CH:15]=2)[C:11](=[C:10]2[C:9]3[C:4](=[CH:5][CH:6]=[CH:7][CH:8]=3)[NH:3][C:2]2=[O:1])[O:12]1)=[C:29]=[O:33], predict the reactants needed to synthesize it. The reactants are: [O:1]=[C:2]1[C:10](=[C:11]2[C:19]3[C:14](=[CH:15][CH:16]=[CH:17][CH:18]=3)[CH:13]([CH2:20]C(O)=O)[O:12]2)[C:9]2[C:4](=[CH:5][CH:6]=[CH:7][CH:8]=2)[NH:3]1.[Li]CCCC.[C:29](Cl)(=[O:33])C(Cl)=O.[N-:35]=[N+]=[N-].[Na+].